The task is: Predict which catalyst facilitates the given reaction.. This data is from Catalyst prediction with 721,799 reactions and 888 catalyst types from USPTO. (1) Reactant: [Si]([O:8][C:9]1[CH:10]=[C:11]([C:44]2[CH:49]=[CH:48][C:47]([P:50](=[O:55])([O:53][CH3:54])[O:51][CH3:52])=[CH:46][CH:45]=2)[CH:12]=[CH:13][C:14]=1[C@@H:15]1[C@@H:18]([CH2:19][CH2:20][C@H:21]([O:29][Si:30]([C:33]([CH3:36])([CH3:35])[CH3:34])([CH3:32])[CH3:31])[C:22]2[CH:27]=[CH:26][C:25]([F:28])=[CH:24][CH:23]=2)[C:17](=[O:37])[N:16]1[C:38]1[CH:43]=[CH:42][CH:41]=[CH:40][CH:39]=1)(C(C)(C)C)(C)C.[F-].[K+].C(OCC)(=O)C. Product: [Si:30]([O:29][C@H:21]([C:22]1[CH:27]=[CH:26][C:25]([F:28])=[CH:24][CH:23]=1)[CH2:20][CH2:19][C@H:18]1[C:17](=[O:37])[N:16]([C:38]2[CH:39]=[CH:40][CH:41]=[CH:42][CH:43]=2)[C@@H:15]1[C:14]1[CH:13]=[CH:12][C:11]([C:44]2[CH:45]=[CH:46][C:47]([P:50](=[O:55])([O:53][CH3:54])[O:51][CH3:52])=[CH:48][CH:49]=2)=[CH:10][C:9]=1[OH:8])([C:33]([CH3:36])([CH3:34])[CH3:35])([CH3:31])[CH3:32]. The catalyst class is: 5. (2) Reactant: [CH2:1]([OH:4])[CH2:2][OH:3].[C:5]1([C:11]([C:19]2[CH:24]=[CH:23][CH:22]=[CH:21][CH:20]=2)([C:13]2[CH:18]=[CH:17][CH:16]=[CH:15][CH:14]=2)Cl)[CH:10]=[CH:9][CH:8]=[CH:7][CH:6]=1.O. Product: [C:5]1([C:11]([C:13]2[CH:14]=[CH:15][CH:16]=[CH:17][CH:18]=2)([C:19]2[CH:20]=[CH:21][CH:22]=[CH:23][CH:24]=2)[O:3][CH2:2][CH2:1][OH:4])[CH:6]=[CH:7][CH:8]=[CH:9][CH:10]=1. The catalyst class is: 17. (3) Reactant: CC.[OH-].[Na+].O.[OH-].[Li+].CCOC([N:13]1[CH2:34][CH2:33][C:16](=[C:17]2[C:27]3[N:28]=[CH:29][CH:30]=[CH:31][C:26]=3[CH2:25][CH2:24][C:23]3[CH:22]=[C:21]([Cl:32])[CH:20]=[CH:19][C:18]2=3)[CH2:15][CH2:14]1)=O. Product: [CH:30]1[CH:29]=[N:28][C:27]2[C:17]([C:18]3[CH:19]=[CH:20][C:21]([Cl:32])=[CH:22][C:23]=3[CH2:24][CH2:25][C:26]=2[CH:31]=1)=[C:16]1[CH2:33][CH2:34][NH:13][CH2:14][CH2:15]1. The catalyst class is: 6. (4) Reactant: [CH3:1][S:2]([N:5]1[CH2:10][CH:9]=[C:8]([C:11]2[CH:12]=[C:13]3[CH2:19][C@@:18]([CH3:26])([CH:20]4[CH2:25][CH2:24][NH:23][CH2:22][CH2:21]4)[O:17][C:14]3=[CH:15][N:16]=2)[CH2:7][CH2:6]1)(=[O:4])=[O:3].Cl[C:28]1[CH:33]=[N:32][C:31]([C:34]([F:37])([F:36])[F:35])=[CH:30][N:29]=1.C(=O)([O-])[O-].[K+].[K+]. Product: [CH3:1][S:2]([N:5]1[CH2:6][CH:7]=[C:8]([C:11]2[CH:12]=[C:13]3[CH2:19][C@@:18]([CH3:26])([CH:20]4[CH2:25][CH2:24][N:23]([C:28]5[CH:33]=[N:32][C:31]([C:34]([F:37])([F:36])[F:35])=[CH:30][N:29]=5)[CH2:22][CH2:21]4)[O:17][C:14]3=[CH:15][N:16]=2)[CH2:9][CH2:10]1)(=[O:3])=[O:4]. The catalyst class is: 16. (5) Reactant: [CH3:1][C:2]1[CH:8]=[CH:7][C:5]([NH2:6])=[CH:4][C:3]=1[C:9]1[CH:10]=[N:11][CH:12]=[CH:13][CH:14]=1.[C:15]([N:22]1[CH:26]=[CH:25]N=[CH:23]1)(N1C=CN=C1)=[O:16].[Cl:27][C:28]1[CH:36]=C2[C:31](CCN2)=[CH:30][C:29]=1[CH3:37]. Product: [Cl:27][C:28]1[CH:36]=[C:23]2[C:31]([CH2:25][CH2:26][N:22]2[C:15](=[O:16])[NH:6][C:5]2[CH:7]=[CH:8][C:2]([CH3:1])=[C:3]([C:9]3[CH:10]=[N:11][CH:12]=[CH:13][CH:14]=3)[CH:4]=2)=[CH:30][C:29]=1[CH3:37]. The catalyst class is: 120. (6) Reactant: [C:1]1([C:7]#[CH:8])[CH:6]=[CH:5][CH:4]=[CH:3][CH:2]=1.[CH3:9][CH:10]([CH3:13])[CH:11]=O.[CH2:14]([NH:21][CH2:22][C:23]1[CH:28]=[CH:27][CH:26]=[CH:25][CH:24]=1)[C:15]1[CH:20]=[CH:19][CH:18]=[CH:17][CH:16]=1. Product: [CH2:22]([N:21]([CH2:14][C:15]1[CH:20]=[CH:19][CH:18]=[CH:17][CH:16]=1)[CH:9]([CH:10]([CH3:13])[CH3:11])[C:8]#[C:7][C:1]1[CH:6]=[CH:5][CH:4]=[CH:3][CH:2]=1)[C:23]1[CH:28]=[CH:27][CH:26]=[CH:25][CH:24]=1. The catalyst class is: 11.